Dataset: Kir2.1 potassium channel HTS with 301,493 compounds. Task: Binary Classification. Given a drug SMILES string, predict its activity (active/inactive) in a high-throughput screening assay against a specified biological target. (1) The compound is Brc1c(n(CC(OCC)=O)c(=O)c(c1COC)C#N)C. The result is 0 (inactive). (2) The compound is O=C(CNc1ccccc1)c1ccc(cc1)C. The result is 0 (inactive). (3) The molecule is S(=O)(=O)(N1CCCCC1)c1ccc(cc1)C(=O)Nc1sc(nn1)CC. The result is 0 (inactive). (4) The drug is S(CC(=O)C(C)(C)C)c1n(c(nn1)COc1ccccc1)CC=C. The result is 0 (inactive). (5) The compound is Brc1oc(C(=O)NCC(OC(C(=O)c2ccc(cc2)C)C)=O)cc1. The result is 0 (inactive). (6) The compound is s1c2nc(nc(N3CCC(CC3)C)c2c(c2cc(OC)c(OC)cc2)c1)C. The result is 0 (inactive). (7) The compound is O(C(=O)N1CCN(CC1)c1nc2c(n3c1nnc3)cc(cc2)C)CC. The result is 0 (inactive). (8) The compound is S(c1ccc(N(C)C)cc1)c1sc(NC(=O)C(C)C)nn1. The result is 0 (inactive). (9) The compound is S(=O)(=O)(Nc1sc(nn1)CC)c1ccc(NCc2c(O)cccc2)cc1. The result is 0 (inactive).